The task is: Regression/Classification. Given a drug SMILES string, predict its absorption, distribution, metabolism, or excretion properties. Task type varies by dataset: regression for continuous measurements (e.g., permeability, clearance, half-life) or binary classification for categorical outcomes (e.g., BBB penetration, CYP inhibition). Dataset: cyp2d6_veith.. This data is from CYP2D6 inhibition data for predicting drug metabolism from PubChem BioAssay. (1) The compound is O=C(c1csnn1)N1CCC2(CCN(Cc3ccccc3)CC2)CC1. The result is 1 (inhibitor). (2) The molecule is CCCCSc1ccc2nc(-c3ccc(C#N)cc3)cn2c1. The result is 0 (non-inhibitor).